Dataset: Forward reaction prediction with 1.9M reactions from USPTO patents (1976-2016). Task: Predict the product of the given reaction. (1) Given the reactants [O:1]1[C:5](/[CH:6]=[CH:7]/[C:8]2[CH:13]=[CH:12][C:11]([NH2:14])=[CH:10][CH:9]=2)=[CH:4][N:3]=[CH:2]1.[N:15]([O-])=O.[Na+].O.O.[Sn](Cl)(Cl)(Cl)Cl.N, predict the reaction product. The product is: [O:1]1[C:5](/[CH:6]=[CH:7]/[C:8]2[CH:13]=[CH:12][C:11]([NH:14][NH2:15])=[CH:10][CH:9]=2)=[CH:4][N:3]=[CH:2]1. (2) Given the reactants [H-].[Na+].[Si:3]([O:10][C@H:11]1[CH2:15][CH2:14][NH:13][C:12]1=[O:16])([C:6]([CH3:9])([CH3:8])[CH3:7])([CH3:5])[CH3:4].Br[CH2:18][C:19]1[CH:24]=[CH:23][C:22]([CH:25]([F:27])[F:26])=[CH:21][CH:20]=1, predict the reaction product. The product is: [Si:3]([O:10][C@H:11]1[CH2:15][CH2:14][N:13]([CH2:18][C:19]2[CH:24]=[CH:23][C:22]([CH:25]([F:27])[F:26])=[CH:21][CH:20]=2)[C:12]1=[O:16])([C:6]([CH3:9])([CH3:8])[CH3:7])([CH3:5])[CH3:4].